From a dataset of Full USPTO retrosynthesis dataset with 1.9M reactions from patents (1976-2016). Predict the reactants needed to synthesize the given product. (1) Given the product [CH3:1][C:2]1[CH:19]=[CH:18][CH:17]=[C:16]([CH3:20])[C:3]=1[O:4][C:5]1[CH:15]=[CH:14][C:8]([C:9]([OH:11])=[O:10])=[CH:7][CH:6]=1, predict the reactants needed to synthesize it. The reactants are: [CH3:1][C:2]1[CH:19]=[CH:18][CH:17]=[C:16]([CH3:20])[C:3]=1[O:4][C:5]1[CH:15]=[CH:14][C:8]([C:9]([O:11]CC)=[O:10])=[CH:7][CH:6]=1.[OH-].[Na+].Cl. (2) Given the product [CH2:3]([O:10][C:12]1[CH:17]=[C:16]([C:18]2[CH:23]=[CH:22][CH:21]=[C:20]([C:24]([F:27])([F:26])[F:25])[CH:19]=2)[N:15]=[C:14]([S:28][CH3:29])[N:13]=1)[C:4]1[CH:9]=[CH:8][CH:7]=[CH:6][CH:5]=1, predict the reactants needed to synthesize it. The reactants are: [H-].[Na+].[CH2:3]([OH:10])[C:4]1[CH:9]=[CH:8][CH:7]=[CH:6][CH:5]=1.Cl[C:12]1[CH:17]=[C:16]([C:18]2[CH:23]=[CH:22][CH:21]=[C:20]([C:24]([F:27])([F:26])[F:25])[CH:19]=2)[N:15]=[C:14]([S:28][CH3:29])[N:13]=1.